From a dataset of Full USPTO retrosynthesis dataset with 1.9M reactions from patents (1976-2016). Predict the reactants needed to synthesize the given product. Given the product [Br:32][CH2:2][C:3]1[CH:30]=[C:6]2[CH2:7][N:8]([C:12]([O:14][CH2:15][C:16]3[CH:21]=[C:20]([C:22]([F:25])([F:24])[F:23])[CH:19]=[C:18]([C:26]([F:29])([F:28])[F:27])[CH:17]=3)=[O:13])[CH2:9][CH2:10][CH2:11][N:5]2[N:4]=1, predict the reactants needed to synthesize it. The reactants are: O[CH2:2][C:3]1[CH:30]=[C:6]2[CH2:7][N:8]([C:12]([O:14][CH2:15][C:16]3[CH:21]=[C:20]([C:22]([F:25])([F:24])[F:23])[CH:19]=[C:18]([C:26]([F:29])([F:28])[F:27])[CH:17]=3)=[O:13])[CH2:9][CH2:10][CH2:11][N:5]2[N:4]=1.P(Br)(Br)[Br:32].C(Cl)Cl.